From a dataset of Catalyst prediction with 721,799 reactions and 888 catalyst types from USPTO. Predict which catalyst facilitates the given reaction. (1) The catalyst class is: 2. Product: [N:22]1([C:25]([O:18][CH2:17][C@@H:9]([N:8]([C:6]([O:5][C:1]([CH3:2])([CH3:3])[CH3:4])=[O:7])[CH3:19])[CH2:10][CH2:11][CH2:12][C:13]([O:15][CH3:16])=[O:14])=[O:26])[CH:21]=[CH:20][N:24]=[CH:23]1. Reactant: [C:1]([O:5][C:6]([N:8]([CH3:19])[C@H:9]([CH2:17][OH:18])[CH2:10][CH2:11][CH2:12][C:13]([O:15][CH3:16])=[O:14])=[O:7])([CH3:4])([CH3:3])[CH3:2].[CH:20]1[N:24]=[CH:23][N:22]([C:25](N2C=NC=C2)=[O:26])[CH:21]=1. (2) Reactant: N(OCCC(C)C)=O.N[C:10]1[C:11]([N+:33]([O-:35])=[O:34])=[C:12]2[C:17](=[C:18]([O:21][CH3:22])[C:19]=1[F:20])[N:16]([C@@H:23]1[CH2:25][C@@H:24]1[F:26])[CH:15]=[C:14]([C:27]([O:29][CH2:30][CH3:31])=[O:28])[C:13]2=[O:32].O. The catalyst class is: 9. Product: [F:20][C:19]1[C:18]([O:21][CH3:22])=[C:17]2[C:12]([C:13](=[O:32])[C:14]([C:27]([O:29][CH2:30][CH3:31])=[O:28])=[CH:15][N:16]2[C@@H:23]2[CH2:25][C@@H:24]2[F:26])=[C:11]([N+:33]([O-:35])=[O:34])[CH:10]=1.